From a dataset of Forward reaction prediction with 1.9M reactions from USPTO patents (1976-2016). Predict the product of the given reaction. (1) Given the reactants [CH2:1]([S:8][C:9]1[NH:14][C:13](=[O:15])[C:12]([O:16]C2CCCCO2)=[CH:11][N:10]=1)[C:2]1[CH:7]=[CH:6][CH:5]=[CH:4][CH:3]=1.CC1C=CC(S(O)(=O)=O)=CC=1, predict the reaction product. The product is: [CH2:1]([S:8][C:9]1[NH:14][C:13](=[O:15])[C:12]([OH:16])=[CH:11][N:10]=1)[C:2]1[CH:3]=[CH:4][CH:5]=[CH:6][CH:7]=1. (2) Given the reactants [O:1]1[CH:5]=[CH:4][N:3]=[C:2]1[C@H:6]1[NH:10][CH2:9][C@@H:8]([NH:11][C:12]([C:14]2[CH:23]=[CH:22][C:21]3[C:16](=[CH:17][CH:18]=[CH:19][CH:20]=3)[C:15]=2[OH:24])=[O:13])[CH2:7]1.[CH:25]1([CH:31]=O)[CH2:30][CH2:29][CH2:28][CH2:27][CH2:26]1.COC([C@@H]1C[C@H](N=[N+]=[N-])CN1CC1CCCCC1)=O, predict the reaction product. The product is: [CH:25]1([CH2:31][N:10]2[C@H:6]([C:2]3[O:1][CH:5]=[CH:4][N:3]=3)[CH2:7][C@H:8]([NH:11][C:12]([C:14]3[CH:23]=[CH:22][C:21]4[C:16](=[CH:17][CH:18]=[CH:19][CH:20]=4)[C:15]=3[OH:24])=[O:13])[CH2:9]2)[CH2:30][CH2:29][CH2:28][CH2:27][CH2:26]1. (3) Given the reactants [Cl:1][C:2]1[CH:3]=[C:4]([CH:12]([OH:14])[CH3:13])[CH:5]=[C:6]([C:8]([F:11])([F:10])[F:9])[CH:7]=1.ClC1C=C(C=C(C(F)(F)F)C=1)C=O, predict the reaction product. The product is: [Cl:1][C:2]1[CH:3]=[C:4]([C:12](=[O:14])[CH3:13])[CH:5]=[C:6]([C:8]([F:10])([F:11])[F:9])[CH:7]=1. (4) Given the reactants [CH:1]([N:4]1[CH2:9][CH2:8][CH:7]([O:10][C:11]2[CH:19]=[CH:18][C:17]3[N:16]4[C@H:20]([CH3:25])[CH2:21][NH:22][C:23](=[O:24])[C:15]4=[CH:14][C:13]=3[CH:12]=2)[CH2:6][CH2:5]1)([CH3:3])[CH3:2].[H-].[Na+].Br[CH2:29][C:30]1[C:31]([C:36]2[CH:41]=[CH:40][CH:39]=[CH:38][CH:37]=2)=[N:32][O:33][C:34]=1[CH3:35], predict the reaction product. The product is: [CH:1]([N:4]1[CH2:9][CH2:8][CH:7]([O:10][C:11]2[CH:19]=[CH:18][C:17]3[N:16]4[C@H:20]([CH3:25])[CH2:21][N:22]([CH2:29][C:30]5[C:31]([C:36]6[CH:41]=[CH:40][CH:39]=[CH:38][CH:37]=6)=[N:32][O:33][C:34]=5[CH3:35])[C:23](=[O:24])[C:15]4=[CH:14][C:13]=3[CH:12]=2)[CH2:6][CH2:5]1)([CH3:3])[CH3:2]. (5) The product is: [CH3:22][CH:7]([CH3:6])[CH2:2][C:1]([NH:9][NH:10][C:11](=[O:21])[C:12]1[CH:17]=[CH:16][CH:15]=[CH:14][C:13]=1[N+:18]([O-:20])=[O:19])=[O:8]. Given the reactants [C:1]([NH:9][NH:10][C:11](=[O:21])[C:12]1[CH:17]=[CH:16][CH:15]=[CH:14][C:13]=1[N+:18]([O-:20])=[O:19])(=[O:8])[C:2]1[CH:7]=[CH:6]C=CC=1.[C:22](Cl)(=O)C1C=CC=CC=1, predict the reaction product. (6) Given the reactants [C:1](#[N:3])[CH3:2].[CH2:4]1[CH2:8][O:7][CH2:6][CH2:5]1.C[Si](C)(C)O[C:12]([CH:14]=[CH2:15])=C.Cl[CH2:19]Cl, predict the reaction product. The product is: [CH3:19][C:14]1([CH3:12])[N:3]2[CH:5]([CH2:4][C:8](=[O:7])[CH2:2][CH2:1]2)[CH2:6][CH2:15]1. (7) Given the reactants C([O-])([O-])=O.[K+].[K+].Br[C:8]1[CH:13]=[CH:12][CH:11]=[CH:10][CH:9]=1.CC1C(=O)CCCC1=O.[CH2:23]([NH2:30])[C:24]1[CH:29]=[CH:28][CH:27]=[CH:26][CH:25]=1.C(OCCCCCC)CCCCC, predict the reaction product. The product is: [C:8]1([NH:30][CH2:23][C:24]2[CH:29]=[CH:28][CH:27]=[CH:26][CH:25]=2)[CH:13]=[CH:12][CH:11]=[CH:10][CH:9]=1. (8) Given the reactants [Cl:1][C:2]1[CH:21]=[C:20]([C:22]([F:25])([F:24])[F:23])[CH:19]=[CH:18][C:3]=1[CH2:4][N:5]1[C:9](/[CH:10]=[CH:11]/[C:12]([O:14][CH2:15][CH3:16])=[O:13])=[CH:8][C:7]([OH:17])=[N:6]1.[CH3:26][C:27]1([CH2:31]O)[CH2:30][O:29][CH2:28]1.C(P(CCCC)CCCC)CCC.N(C(N1CCCCC1)=O)=NC(N1CCCCC1)=O, predict the reaction product. The product is: [Cl:1][C:2]1[CH:21]=[C:20]([C:22]([F:25])([F:23])[F:24])[CH:19]=[CH:18][C:3]=1[CH2:4][N:5]1[C:9](/[CH:10]=[CH:11]/[C:12]([O:14][CH2:15][CH3:16])=[O:13])=[CH:8][C:7]([O:17][CH2:26][C:27]2([CH3:31])[CH2:30][O:29][CH2:28]2)=[N:6]1. (9) The product is: [C:1]([O:5][C:6]([N:8]1[CH2:17][CH2:16][C:15]2[C:10](=[CH:11][C:12]([O:18][CH2:19][Cl:25])=[CH:13][CH:14]=2)[CH2:9]1)=[O:7])([CH3:4])([CH3:3])[CH3:2]. Given the reactants [C:1]([O:5][C:6]([N:8]1[CH2:17][CH2:16][C:15]2[C:10](=[CH:11][C:12]([O:18][CH2:19]SC)=[CH:13][CH:14]=2)[CH2:9]1)=[O:7])([CH3:4])([CH3:3])[CH3:2].S(Cl)([Cl:25])(=O)=O, predict the reaction product. (10) Given the reactants [CH2:1]([O:3]/[N:4]=[CH:5]/[C:6]1[C:7]([F:29])=[C:8]([F:28])[C:9]([NH:19][C:20]2[CH:25]=[CH:24][C:23]([I:26])=[CH:22][C:21]=2[F:27])=[C:10]([CH:18]=1)[C:11]([NH:13][O:14][CH2:15][CH2:16][OH:17])=[O:12])[CH3:2].ClC(Cl)C(O)=O, predict the reaction product. The product is: [CH2:1]([O:3][NH:4][CH2:5][C:6]1[C:7]([F:29])=[C:8]([F:28])[C:9]([NH:19][C:20]2[CH:25]=[CH:24][C:23]([I:26])=[CH:22][C:21]=2[F:27])=[C:10]([CH:18]=1)[C:11]([NH:13][O:14][CH2:15][CH2:16][OH:17])=[O:12])[CH3:2].